This data is from Retrosynthesis with 50K atom-mapped reactions and 10 reaction types from USPTO. The task is: Predict the reactants needed to synthesize the given product. (1) Given the product CC(C)C(=O)NC1CCc2c(c3cc(Br)ccc3n2Cc2cccc(F)c2)C1, predict the reactants needed to synthesize it. The reactants are: CC(C)C(=O)NC1CCc2[nH]c3ccc(Br)cc3c2C1.Fc1cccc(CBr)c1. (2) Given the product COc1ccc(-n2nc(C(=O)N3CCNC(C)C3)cc2-c2ccccc2)cn1, predict the reactants needed to synthesize it. The reactants are: COc1ccc(-n2nc(C(=O)N3CCN(Cc4ccccc4)C(C)C3)cc2-c2ccccc2)cn1. (3) Given the product Cc1nn(C)cc1CN1CCN(c2nccnc2Cl)CC1, predict the reactants needed to synthesize it. The reactants are: Cc1nn(C)cc1C=O.Clc1nccnc1N1CCNCC1. (4) Given the product CCc1cccc(CC)c1CNc1cccc2nc(C)[nH]c12, predict the reactants needed to synthesize it. The reactants are: CCc1cccc(CC)c1C=O.Cc1nc2cccc(N)c2[nH]1. (5) Given the product COc1ccc(-c2nnc(NC3CCNCC3)c3cc(OC)ccc23)cc1, predict the reactants needed to synthesize it. The reactants are: COc1ccc(-c2nnc(NC3CCN(Cc4ccccc4)CC3)c3cc(OC)ccc23)cc1. (6) Given the product CC(CCn1ccc(/C=C/c2ccccc2)cc1=O)(C(=O)NO)S(C)(=O)=O, predict the reactants needed to synthesize it. The reactants are: C[C@@](CCn1ccc(/C=C/c2ccccc2)cc1=O)(C(=O)NOC1CCCCO1)S(C)(=O)=O.